Dataset: Catalyst prediction with 721,799 reactions and 888 catalyst types from USPTO. Task: Predict which catalyst facilitates the given reaction. (1) Reactant: C(OC([N:8]1[CH2:13][CH2:12][N:11]([C:14]([CH:16]2[CH2:20][C:19]3[CH:21]=[C:22]([F:25])[CH:23]=[CH:24][C:18]=3[O:17]2)=[O:15])[CH2:10][CH2:9]1)=O)(C)(C)C.FC(F)(F)C(O)=O.C(=O)(O)[O-].[Na+]. Product: [F:25][C:22]1[CH:23]=[CH:24][C:18]2[O:17][CH:16]([C:14]([N:11]3[CH2:10][CH2:9][NH:8][CH2:13][CH2:12]3)=[O:15])[CH2:20][C:19]=2[CH:21]=1. The catalyst class is: 4. (2) Reactant: [Br:1][C:2]1[CH:7]=[CH:6][C:5]([S:8]([CH3:11])(=[O:10])=[O:9])=[CH:4][CH:3]=1.[C:12]([O:16][C:17](O[C:17]([O:16][C:12]([CH3:15])([CH3:14])[CH3:13])=[O:18])=[O:18])([CH3:15])([CH3:14])[CH3:13].C[Si](C)(C)[N-][Si](C)(C)C.[Li+]. Product: [Br:1][C:2]1[CH:7]=[CH:6][C:5]([S:8]([CH2:11][C:17]([O:16][C:12]([CH3:15])([CH3:14])[CH3:13])=[O:18])(=[O:10])=[O:9])=[CH:4][CH:3]=1. The catalyst class is: 7. (3) Reactant: [C:1]1(=[O:15])[N:5](C(CCCC)C(Cl)=O)[C:4](=[O:14])[CH:3]=[CH:2]1. Product: [C:4]1(=[O:14])[NH:5][C:1](=[O:15])[CH:2]=[CH:3]1.[CH3:1][CH:2]1[CH2:3][CH2:4][O:14]1. The catalyst class is: 175. (4) Reactant: [F:1][CH:2]([CH2:6][CH2:7][CH2:8][CH2:9][CH2:10][CH2:11][NH:12][C:13]([NH:15][C:16]12[CH2:25][CH:20]3[CH2:21][CH:22]([CH2:24][CH:18]([CH2:19]3)[CH2:17]1)[CH2:23]2)=[O:14])[C:3]([O-:5])=[O:4].[Li+].[OH-]. Product: [F:1][CH:2]([CH2:6][CH2:7][CH2:8][CH2:9][CH2:10][CH2:11][NH:12][C:13]([NH:15][C:16]12[CH2:17][CH:18]3[CH2:19][CH:20]([CH2:21][CH:22]([CH2:24]3)[CH2:23]1)[CH2:25]2)=[O:14])[C:3]([OH:5])=[O:4]. The catalyst class is: 200. (5) Reactant: [CH3:1][O:2][C:3](=[O:15])[C:4]1[C:5](=[C:10](I)[CH:11]=[CH:12][CH:13]=1)[C:6]([O:8][CH3:9])=[O:7].[CH3:16][O:17][C:18]1[CH:19]=[C:20]([CH:22]=[CH:23][C:24]=1[O:25][CH3:26])[NH2:21].C1C=CC(P(C2C(C3C(P(C4C=CC=CC=4)C4C=CC=CC=4)=CC=C4C=3C=CC=C4)=C3C(C=CC=C3)=CC=2)C2C=CC=CC=2)=CC=1.C(=O)([O-])[O-].[Cs+].[Cs+]. The catalyst class is: 835. Product: [CH3:1][O:2][C:3](=[O:15])[C:4]1[C:5](=[C:10]([NH:21][C:20]2[CH:22]=[CH:23][C:24]([O:25][CH3:26])=[C:18]([O:17][CH3:16])[CH:19]=2)[CH:11]=[CH:12][CH:13]=1)[C:6]([O:8][CH3:9])=[O:7]. (6) Reactant: [F:1][C:2]([F:17])([F:16])[C:3]1[CH:4]=[C:5]([C:9]2[N:10]=[CH:11][C:12]([NH2:15])=[N:13][CH:14]=2)[CH:6]=[CH:7][CH:8]=1.N1C=CC=CC=1.[Cl:24][C:25]1[CH:26]=[CH:27][C:28]([N+:34]([O-:36])=[O:35])=[C:29]([CH:33]=1)[C:30](Cl)=[O:31]. Product: [Cl:24][C:25]1[CH:26]=[CH:27][C:28]([N+:34]([O-:36])=[O:35])=[C:29]([CH:33]=1)[C:30]([NH:15][C:12]1[CH:11]=[N:10][C:9]([C:5]2[CH:6]=[CH:7][CH:8]=[C:3]([C:2]([F:1])([F:16])[F:17])[CH:4]=2)=[CH:14][N:13]=1)=[O:31]. The catalyst class is: 4. (7) Reactant: [C:1]([NH:8][C@H:9]([C:14]([OH:16])=[O:15])[CH2:10][CH:11]([CH3:13])[CH3:12])([O:3][C:4]([CH3:7])(C)C)=[O:2].[CH3:17][N:18]([O:27][CH3:28])[C:19](=[O:26])[C@H:20]([CH2:22][CH:23]([CH3:25])[CH3:24])[NH2:21].FC(F)(F)C(O)=O. Product: [CH3:13][CH:11]([CH2:10][C@H:9]([NH:8][C:1]([O:3][CH2:4][C:7]1[CH:24]=[CH:23][CH:22]=[CH:20][CH:19]=1)=[O:2])[C:14]([OH:16])=[O:15])[CH3:12].[NH2:8][C@H:9]([C:14]([OH:16])=[O:15])[CH2:10][CH:11]([CH3:13])[CH3:12].[CH3:17][N:18]([O:27][CH3:28])[C:19](=[O:26])[C@H:20]([CH2:22][CH:23]([CH3:25])[CH3:24])[NH2:21]. The catalyst class is: 2. (8) Reactant: [F-].C([N+](CCCC)(CCCC)CCCC)CCC.[CH3:19][O:20][C:21](=[O:61])[CH2:22][C:23]1[CH:28]=[CH:27][C:26]([C:29]2[CH:34]=[CH:33][C:32]([C:35]([CH2:58][CH3:59])([C:38]3[CH:43]=[CH:42][C:41]([C:44]#[C:45][C:46]4([O:52][Si](C)(C)C)[CH2:51][CH2:50][O:49][CH2:48][CH2:47]4)=[C:40]([CH3:57])[CH:39]=3)[CH2:36][CH3:37])=[CH:31][C:30]=2[CH3:60])=[CH:25][CH:24]=1. Product: [CH3:19][O:20][C:21](=[O:61])[CH2:22][C:23]1[CH:24]=[CH:25][C:26]([C:29]2[CH:34]=[CH:33][C:32]([C:35]([CH2:36][CH3:37])([C:38]3[CH:43]=[CH:42][C:41]([C:44]#[C:45][C:46]4([OH:52])[CH2:51][CH2:50][O:49][CH2:48][CH2:47]4)=[C:40]([CH3:57])[CH:39]=3)[CH2:58][CH3:59])=[CH:31][C:30]=2[CH3:60])=[CH:27][CH:28]=1. The catalyst class is: 54.